From a dataset of Reaction yield outcomes from USPTO patents with 853,638 reactions. Predict the reaction yield, written as a fraction of the theoretical maximum amount of product (1.0 means a 100% yield; for example, 0.34 means a 34% yield). (1) The product is [F:35][C:2]1([F:1])[CH2:3][CH2:4][CH:5]([CH2:8][N:9]2[C:17]3[C:12](=[N:13][CH:14]=[C:15]([C:18]4[C:19]([CH3:24])=[N:20][O:21][C:22]=4[CH3:23])[CH:16]=3)[C:11]([C:25]3[CH:34]=[CH:33][C:28]([C:29]([OH:31])=[O:30])=[CH:27][CH:26]=3)=[CH:10]2)[CH2:6][CH2:7]1. The catalyst is C1COCC1. The reactants are [F:1][C:2]1([F:35])[CH2:7][CH2:6][CH:5]([CH2:8][N:9]2[C:17]3[C:12](=[N:13][CH:14]=[C:15]([C:18]4[C:19]([CH3:24])=[N:20][O:21][C:22]=4[CH3:23])[CH:16]=3)[C:11]([C:25]3[CH:34]=[CH:33][C:28]([C:29]([O:31]C)=[O:30])=[CH:27][CH:26]=3)=[CH:10]2)[CH2:4][CH2:3]1.[OH-].[Na+]. The yield is 0.660. (2) The catalyst is C(Cl)Cl. The reactants are [NH2:1][C@@H:2]1[CH2:7][CH2:6][C@H:5]([NH:8][C:9]2[N:18]=[C:17]([N:19]([CH3:21])[CH3:20])[C:16]3[C:11](=[CH:12][CH:13]=[CH:14][CH:15]=3)[N:10]=2)[CH2:4][CH2:3]1.[Br:22][CH:23]([CH3:27])[C:24](Br)=[O:25]. The product is [Br:22][CH:23]([CH3:27])[C:24]([NH:1][C@H:2]1[CH2:3][CH2:4][C@@H:5]([NH:8][C:9]2[N:18]=[C:17]([N:19]([CH3:21])[CH3:20])[C:16]3[C:11](=[CH:12][CH:13]=[CH:14][CH:15]=3)[N:10]=2)[CH2:6][CH2:7]1)=[O:25]. The yield is 0.450. (3) The reactants are [C:1]([O:9][C@H:10]1[C@@H:15]([OH:16])[C@H:14]([O:17][C:18](=[O:25])[C:19]2[CH:24]=[CH:23][CH:22]=[CH:21][CH:20]=2)[C@@H:13]([CH2:26][O:27][C:28](=[O:35])[C:29]2[CH:34]=[CH:33][CH:32]=[CH:31][CH:30]=2)[O:12][C@@H:11]1[O:36][C@H:37]1[C@H:50]([O:51][C:52](=[O:59])[C:53]2[CH:58]=[CH:57][CH:56]=[CH:55][CH:54]=2)[C@@H:49]([CH2:60][O:61][C:62](=[O:69])[C:63]2[CH:68]=[CH:67][CH:66]=[CH:65][CH:64]=2)[O:48][C@H:39]([O:40][CH2:41][C:42]2[CH:47]=[CH:46][CH:45]=[CH:44][CH:43]=2)[C@H:38]1[O:70][C:71](=[O:78])[C:72]1[CH:77]=[CH:76][CH:75]=[CH:74][CH:73]=1)(=[O:8])[C:2]1[CH:7]=[CH:6][CH:5]=[CH:4][CH:3]=1.ClC(Cl)(Cl)C(=N)O[C@H:83]1[O:115][C@H:114]([CH2:116][O:117][C:118](=[O:125])[C:119]2[CH:124]=[CH:123][CH:122]=[CH:121][CH:120]=2)[C@@H:104]([O:105][C:106](=[O:113])[C:107]2[CH:112]=[CH:111][CH:110]=[CH:109][CH:108]=2)[C@H:94]([O:95][C:96](=[O:103])[C:97]2[CH:102]=[CH:101][CH:100]=[CH:99][CH:98]=2)[C@@H:84]1[O:85][C:86](=[O:93])[C:87]1[CH:92]=[CH:91][CH:90]=[CH:89][CH:88]=1.[Si](OS(C(F)(F)F)(=O)=O)(C)(C)C.N1C=CC=CC=1.C(Cl)(=O)C1C=CC=CC=1. The catalyst is C(Cl)Cl.CCN(CC)CC. The product is [C:86]([O:85][C@H:84]1[C@@H:94]([O:95][C:96](=[O:103])[C:97]2[CH:102]=[CH:101][CH:100]=[CH:99][CH:98]=2)[C@H:104]([O:105][C:106](=[O:113])[C:107]2[CH:108]=[CH:109][CH:110]=[CH:111][CH:112]=2)[C@@H:114]([CH2:116][O:117][C:118](=[O:125])[C:119]2[CH:120]=[CH:121][CH:122]=[CH:123][CH:124]=2)[O:115][C@@H:83]1[O:16][C@H:15]1[C@H:14]([O:17][C:18](=[O:25])[C:19]2[CH:24]=[CH:23][CH:22]=[CH:21][CH:20]=2)[C@@H:13]([CH2:26][O:27][C:28](=[O:35])[C:29]2[CH:30]=[CH:31][CH:32]=[CH:33][CH:34]=2)[O:12][C@H:11]([O:36][C@H:37]2[C@H:50]([O:51][C:52](=[O:59])[C:53]3[CH:54]=[CH:55][CH:56]=[CH:57][CH:58]=3)[C@@H:49]([CH2:60][O:61][C:62](=[O:69])[C:63]3[CH:64]=[CH:65][CH:66]=[CH:67][CH:68]=3)[O:48][C@H:39]([O:40][CH2:41][C:42]3[CH:47]=[CH:46][CH:45]=[CH:44][CH:43]=3)[C@H:38]2[O:70][C:71](=[O:78])[C:72]2[CH:73]=[CH:74][CH:75]=[CH:76][CH:77]=2)[C@H:10]1[O:9][C:1](=[O:8])[C:2]1[CH:7]=[CH:6][CH:5]=[CH:4][CH:3]=1)(=[O:93])[C:87]1[CH:92]=[CH:91][CH:90]=[CH:89][CH:88]=1. The yield is 0.600. (4) The reactants are Br[C:2]1[CH:3]=[N:4][CH:5]=[C:6]([CH:19]=1)[C:7]([N:9]=[S@:10]([CH3:18])(=[O:17])[C:11]1[CH:16]=[CH:15][CH:14]=[CH:13][CH:12]=1)=[O:8].[OH:20][C:21]1[CH:22]=[C:23]([C:27]#[CH:28])[CH:24]=[CH:25][CH:26]=1.C(N(CC)CC)C. The catalyst is Cl[Pd](Cl)([P](C1C=CC=CC=1)(C1C=CC=CC=1)C1C=CC=CC=1)[P](C1C=CC=CC=1)(C1C=CC=CC=1)C1C=CC=CC=1.[Cu]I.CN(C=O)C. The product is [OH:20][C:21]1[CH:22]=[C:23]([C:27]#[C:28][C:2]2[CH:3]=[N:4][CH:5]=[C:6]([CH:19]=2)[C:7]([N:9]=[S@:10]([CH3:18])(=[O:17])[C:11]2[CH:16]=[CH:15][CH:14]=[CH:13][CH:12]=2)=[O:8])[CH:24]=[CH:25][CH:26]=1. The yield is 0.320.